From a dataset of Forward reaction prediction with 1.9M reactions from USPTO patents (1976-2016). Predict the product of the given reaction. (1) Given the reactants [C:1]([C:3]1[C:4](=[O:10])[NH:5][C:6]([CH3:9])=[CH:7][CH:8]=1)#[N:2].CCN(CC)CC.[SH2:18].Br.Br[CH2:21][C:22]([C:24]1[CH:29]=[CH:28][N:27]=[CH:26][CH:25]=1)=O, predict the reaction product. The product is: [CH3:9][C:6]1[NH:5][C:4](=[O:10])[C:3]([C:1]2[S:18][CH:21]=[C:22]([C:24]3[CH:29]=[CH:28][N:27]=[CH:26][CH:25]=3)[N:2]=2)=[CH:8][CH:7]=1. (2) Given the reactants FC(F)(F)C(O)=O.[CH3:8][CH2:9][CH:10]([NH:13][C:14]([C:16]1[C:36]2[C:31](=[CH:32][CH:33]=[CH:34][CH:35]=2)[C:18]2([CH2:23][CH2:22][N:21](C(OC(C)(C)C)=O)[CH2:20][CH2:19]2)[CH:17]=1)=[O:15])[CH2:11][CH3:12], predict the reaction product. The product is: [CH3:12][CH2:11][CH:10]([NH:13][C:14]([C:16]1[C:36]2[C:31](=[CH:32][CH:33]=[CH:34][CH:35]=2)[C:18]2([CH2:19][CH2:20][NH:21][CH2:22][CH2:23]2)[CH:17]=1)=[O:15])[CH2:9][CH3:8]. (3) Given the reactants [CH2:1]([N:8]1[CH:16]=[C:15]2[C:10]([CH:11]=[C:12]([C:17]3[CH:18]=[C:19]([CH2:27][CH2:28]Br)[N:20]4[C:25]=3[C:24]([NH2:26])=[N:23][CH:22]=[N:21]4)[CH:13]=[CH:14]2)=[N:9]1)[C:2]1[CH:7]=[CH:6][CH:5]=[CH:4][CH:3]=1.[C:30]([N:33]1[CH2:38][CH2:37][NH:36][CH2:35][CH2:34]1)(=[O:32])[CH3:31].C(N(CC)CC)C.[I-].[Na+], predict the reaction product. The product is: [NH2:26][C:24]1[C:25]2=[C:17]([C:12]3[CH:13]=[CH:14][C:15]4[C:10]([CH:11]=3)=[N:9][N:8]([CH2:1][C:2]3[CH:7]=[CH:6][CH:5]=[CH:4][CH:3]=3)[CH:16]=4)[CH:18]=[C:19]([CH2:27][CH2:28][N:36]3[CH2:37][CH2:38][N:33]([C:30](=[O:32])[CH3:31])[CH2:34][CH2:35]3)[N:20]2[N:21]=[CH:22][N:23]=1. (4) Given the reactants [NH2:1][C:2]1[C:7]([C:8]([C:10]2[CH:15]=[CH:14][CH:13]=[C:12](Br)[N:11]=2)=[O:9])=[CH:6][C:5]([Br:17])=[CH:4][N:3]=1.[C:18]([N:25]1[CH2:31][CH2:30][CH2:29][NH:28][CH2:27][CH2:26]1)([O:20][C:21]([CH3:24])([CH3:23])[CH3:22])=[O:19].C([O-])([O-])=O.[K+].[K+], predict the reaction product. The product is: [NH2:1][C:2]1[N:3]=[CH:4][C:5]([Br:17])=[CH:6][C:7]=1[C:8]([C:10]1[N:11]=[C:12]([N:28]2[CH2:29][CH2:30][CH2:31][N:25]([C:18]([O:20][C:21]([CH3:24])([CH3:23])[CH3:22])=[O:19])[CH2:26][CH2:27]2)[CH:13]=[CH:14][CH:15]=1)=[O:9]. (5) Given the reactants [CH2:1]([O:3][C:4]([C:6]1[N:7]=[C:8]([Br:24])[N:9]([CH:21]([CH3:23])[CH3:22])[C:10]=1[CH:11]([C:13]1[CH:18]=[CH:17][C:16]([C:19]#[N:20])=[CH:15][CH:14]=1)O)=[O:5])[CH3:2].[Cl:25][C:26]1[CH:27]=[CH:28][C:29]([CH3:33])=[C:30]([CH:32]=1)[NH2:31], predict the reaction product. The product is: [CH2:1]([O:3][C:4]([C:6]1[N:7]=[C:8]([Br:24])[N:9]([CH:21]([CH3:23])[CH3:22])[C:10]=1[CH:11]([NH:31][C:30]1[CH:32]=[C:26]([Cl:25])[CH:27]=[CH:28][C:29]=1[CH3:33])[C:13]1[CH:18]=[CH:17][C:16]([C:19]#[N:20])=[CH:15][CH:14]=1)=[O:5])[CH3:2].